This data is from Forward reaction prediction with 1.9M reactions from USPTO patents (1976-2016). The task is: Predict the product of the given reaction. (1) Given the reactants [C:1]([C:5]1[CH:6]=[C:7]2[C:12](=[C:13]([F:15])[CH:14]=1)[C:11](=[O:16])[N:10]([C:17]1[N:24]=[CH:23][CH:22]=[C:21](Cl)[C:18]=1[CH:19]=[O:20])[N:9]=[CH:8]2)([CH3:4])([CH3:3])[CH3:2].[CH3:26][N:27]1[CH:32]=[C:31](B2OC(C)(C)C(C)(C)O2)[CH:30]=[C:29]([NH:42][C:43]2[S:44][C:45]3[CH2:46][N:47]([CH3:52])[CH2:48][CH2:49][C:50]=3[N:51]=2)[C:28]1=[O:53].[O-]P([O-])([O-])=O.[K+].[K+].[K+].O.O.O.C([O-])(=O)C.[Na+], predict the reaction product. The product is: [C:1]([C:5]1[CH:6]=[C:7]2[C:12](=[C:13]([F:15])[CH:14]=1)[C:11](=[O:16])[N:10]([C:17]1[N:24]=[CH:23][CH:22]=[C:21]([C:31]3[CH:30]=[C:29]([NH:42][C:43]4[S:44][C:45]5[CH2:46][N:47]([CH3:52])[CH2:48][CH2:49][C:50]=5[N:51]=4)[C:28](=[O:53])[N:27]([CH3:26])[CH:32]=3)[C:18]=1[CH:19]=[O:20])[N:9]=[CH:8]2)([CH3:4])([CH3:3])[CH3:2]. (2) Given the reactants BrC1C=CC(C(N2CCN(C3C(C)=CC(C)=CN=3)CC2)=O)=CC=1F.COC1C=CC(CN2C(=O)C(C)NC2=O)=CC=1.[CH3:42][C:43]1[C:44]([N:50]2[CH2:55][CH2:54][N:53]([C:56]([C:58]3[CH:63]=[CH:62][C:61]([N:64]4[CH:68]([CH3:69])[C:67](=[O:70])[N:66](CC5C=CC(OC)=CC=5)[C:65]4=[O:80])=[C:60]([F:81])[CH:59]=3)=[O:57])[CH2:52][CH2:51]2)=[N:45][CH:46]=[C:47]([CH3:49])[CH:48]=1, predict the reaction product. The product is: [CH3:42][C:43]1[C:44]([N:50]2[CH2:51][CH2:52][N:53]([C:56]([C:58]3[CH:63]=[CH:62][C:61]([N:64]4[CH:68]([CH3:69])[C:67](=[O:70])[NH:66][C:65]4=[O:80])=[C:60]([F:81])[CH:59]=3)=[O:57])[CH2:54][CH2:55]2)=[N:45][CH:46]=[C:47]([CH3:49])[CH:48]=1. (3) Given the reactants F[C:2]1[CH:12]=[CH:11][C:5]([C:6]([O:8][CH2:9][CH3:10])=[O:7])=[CH:4][C:3]=1[C:13]1[C:14]2[CH:23]=[CH:22][N:21](S(C3C=CC(C)=CC=3)(=O)=O)[C:15]=2[C:16](=[O:20])[N:17]([CH3:19])[CH:18]=1.[C:34]1([OH:40])[CH:39]=[CH:38][CH:37]=[CH:36][CH:35]=1.C(=O)([O-])[O-].[Cs+].[Cs+], predict the reaction product. The product is: [CH3:19][N:17]1[CH:18]=[C:13]([C:3]2[CH:4]=[C:5]([CH:11]=[CH:12][C:2]=2[O:40][C:34]2[CH:39]=[CH:38][CH:37]=[CH:36][CH:35]=2)[C:6]([O:8][CH2:9][CH3:10])=[O:7])[C:14]2[CH:23]=[CH:22][NH:21][C:15]=2[C:16]1=[O:20]. (4) Given the reactants [CH3:1][N:2]1[CH:6]=[C:5]([NH:7][C:8]2[N:13]=[C:12]3[NH:14][N:15]=[CH:16][C:11]3=[CH:10][N:9]=2)[CH:4]=[N:3]1.Br[C:18]1[CH:23]=[CH:22][C:21]([N:24]([CH3:29])[S:25]([CH3:28])(=[O:27])=[O:26])=[CH:20][CH:19]=1.P([O-])([O-])([O-])=O.[K+].[K+].[K+].N[C@@H]1CCCC[C@H]1N, predict the reaction product. The product is: [CH3:29][N:24]([C:21]1[CH:22]=[CH:23][C:18]([N:14]2[C:12]3=[N:13][C:8]([NH:7][C:5]4[CH:4]=[N:3][N:2]([CH3:1])[CH:6]=4)=[N:9][CH:10]=[C:11]3[CH:16]=[N:15]2)=[CH:19][CH:20]=1)[S:25]([CH3:28])(=[O:26])=[O:27].